From a dataset of Forward reaction prediction with 1.9M reactions from USPTO patents (1976-2016). Predict the product of the given reaction. (1) The product is: [CH3:26][O:27][C:28]1[CH:34]=[CH:33][CH:32]=[CH:31][C:29]=1[NH:30][C:23](=[O:24])[CH2:22][N:3]1[C:4]2([CH2:21][CH2:20][CH2:19][CH2:18][CH2:17]2)[N:5]=[C:6]([C:7]2[CH:12]=[CH:11][C:10]([C:13]([F:16])([F:15])[F:14])=[CH:9][CH:8]=2)[C:2]1=[O:1]. Given the reactants [O:1]=[C:2]1[C:6]([C:7]2[CH:12]=[CH:11][C:10]([C:13]([F:16])([F:15])[F:14])=[CH:9][CH:8]=2)=[N:5][C:4]2([CH2:21][CH2:20][CH2:19][CH2:18][CH2:17]2)[N:3]1[CH2:22][C:23](Cl)=[O:24].[CH3:26][O:27][C:28]1[CH:34]=[CH:33][CH:32]=[CH:31][C:29]=1[NH2:30].C(N(CC)CC)C.C(=O)([O-])O.[Na+], predict the reaction product. (2) Given the reactants Br[C:2]1[C:3]2[N:4]([N:9]=[C:10]([NH2:12])[N:11]=2)[CH:5]=[C:6]([CH3:8])[CH:7]=1.[F:13][C:14]1[CH:19]=[C:18]([F:20])[CH:17]=[CH:16][C:15]=1B(O)O, predict the reaction product. The product is: [F:13][C:14]1[CH:19]=[C:18]([F:20])[CH:17]=[CH:16][C:15]=1[C:2]1[C:3]2[N:4]([N:9]=[C:10]([NH2:12])[N:11]=2)[CH:5]=[C:6]([CH3:8])[CH:7]=1. (3) Given the reactants [CH2:1]([O:8]/[N:9]=[C:10]1\[CH2:11][C@@H:12]([C:22]([OH:24])=O)[N:13]([C:15]([O:17]C(C)(C)C)=O)[CH2:14]\1)[C:2]1[CH:7]=[CH:6][CH:5]=[CH:4][CH:3]=1.[O:25]=[C:26]1[C:31](C(Cl)=O)=[CH:30][CH:29]=[C:28]([CH2:35][CH2:36][CH2:37][CH2:38][CH3:39])[O:27]1.[CH3:40][O:41][C:42]1[CH:47]=[C:46]([O:48][CH3:49])[N:45]=[C:44]([NH2:50])[N:43]=1, predict the reaction product. The product is: [CH2:1]([O:8][N:9]=[C:10]1[CH2:14][N:13]([C:15]([C:31]2[C:26](=[O:25])[O:27][C:28]([CH2:35][CH2:36][CH2:37][CH2:38][CH3:39])=[CH:29][CH:30]=2)=[O:17])[C@H:12]([C:22]([NH:50][C:44]2[N:43]=[C:42]([O:41][CH3:40])[CH:47]=[C:46]([O:48][CH3:49])[N:45]=2)=[O:24])[CH2:11]1)[C:2]1[CH:3]=[CH:4][CH:5]=[CH:6][CH:7]=1. (4) The product is: [NH2:3][C:4]1[C:9]([Br:1])=[CH:8][C:7]([Cl:10])=[CH:6][N:5]=1. Given the reactants [Br:1]Br.[NH2:3][C:4]1[CH:9]=[CH:8][C:7]([Cl:10])=[CH:6][N:5]=1.O, predict the reaction product.